Dataset: Full USPTO retrosynthesis dataset with 1.9M reactions from patents (1976-2016). Task: Predict the reactants needed to synthesize the given product. (1) Given the product [OH:55][C@@H:53]([CH3:52])[CH2:7][O:6][C:5](=[O:11])[NH:13][C:14]1[CH:19]=[CH:18][C:17]([C:20]2[C:30]3[C:29](=[O:31])[N:28]([CH2:32][CH3:33])[CH2:27][C:26]([CH3:34])([CH3:35])[O:25][C:24]=3[N:23]=[C:22]([N:36]3[CH2:37][CH:38]4[O:43][CH:41]([CH2:40][CH2:39]4)[CH2:42]3)[N:21]=2)=[CH:16][C:15]=1[F:44], predict the reactants needed to synthesize it. The reactants are: ClC(Cl)(O[C:5](=[O:11])[O:6][C:7](Cl)(Cl)Cl)Cl.[NH2:13][C:14]1[CH:19]=[CH:18][C:17]([C:20]2[C:30]3[C:29](=[O:31])[N:28]([CH2:32][CH3:33])[CH2:27][C:26]([CH3:35])([CH3:34])[O:25][C:24]=3[N:23]=[C:22]([N:36]3[CH2:42][CH:41]4[O:43][CH:38]([CH2:39][CH2:40]4)[CH2:37]3)[N:21]=2)=[CH:16][C:15]=1[F:44].C(N(CC)CC)C.[CH2:52](O)[C@@H:53]([OH:55])C. (2) Given the product [C:41]([O:5][C:3]([NH:20][C@@H:11]([CH2:12][CH2:13][C@@H:14]1[S:17][CH2:19][N:16]([C:52]([O:51][C:48]([CH3:50])([CH3:47])[CH3:49])=[O:53])[CH2:15]1)[C:8]([OH:10])=[O:9])=[O:4])([CH3:42])([CH3:22])[CH3:40], predict the reactants needed to synthesize it. The reactants are: FC(F)(F)[C:3]([O-:5])=[O:4].[C:8]([C@@H:11]([NH3+:20])[CH2:12][CH2:13][C@H:14]([S:17]([CH3:19])=S)[CH2:15][NH3+:16])([OH:10])=[O:9].F[C:22](F)(F)C([O-])=O.Cl.C(CCP([CH2:40][CH2:41][C:42](O)=O)CCC(O)=O)(O)=O.C=O.[CH3:47][C:48]([O:51][C:52](O[C:52]([O:51][C:48]([CH3:50])([CH3:49])[CH3:47])=[O:53])=[O:53])([CH3:50])[CH3:49].S(=O)(=O)(O)[O-].[K+]. (3) The reactants are: [Br:1][C:2]1[CH:14]=[C:13]([CH:15]2[C:24]3[C:23](=[O:25])[CH2:22][CH:21]([CH2:26][CH2:27][CH3:28])[CH2:20][C:19]=3[NH:18][C:17]([CH3:29])=[C:16]2[C:30]#[N:31])[CH:12]=[C:11]([O:32][CH2:33][CH3:34])[C:3]=1[O:4][CH2:5][CH:6]=[CH:7][C:8](O)=[O:9].CN(C(ON1N=NC2C=CC=NC1=2)=[N+](C)C)C.F[P-](F)(F)(F)(F)F.CCN(C(C)C)C(C)C.[CH3:68][O:69][CH2:70][CH2:71][NH2:72]. Given the product [CH3:68][O:69][CH2:70][CH2:71][NH:72][C:8](=[O:9])[CH:7]=[CH:6][CH2:5][O:4][C:3]1[C:11]([O:32][CH2:33][CH3:34])=[CH:12][C:13]([CH:15]2[C:24]3[C:23](=[O:25])[CH2:22][CH:21]([CH2:26][CH2:27][CH3:28])[CH2:20][C:19]=3[NH:18][C:17]([CH3:29])=[C:16]2[C:30]#[N:31])=[CH:14][C:2]=1[Br:1], predict the reactants needed to synthesize it. (4) Given the product [CH2:1]([O:3][C:4](=[O:39])[CH2:5][CH2:6][CH2:7][O:8][C:9]1[CH:14]=[CH:13][CH:12]=[C:11]([CH2:15][CH2:16][CH2:17][CH2:18][CH2:19][CH2:20][O:21][C:22]2[CH:27]=[C:26]([O:28][CH2:29][CH3:30])[CH:25]=[C:24]([C:45]3[CH:44]=[CH:43][C:42]4[O:41][CH2:40][O:48][C:47]=4[CH:46]=3)[CH:23]=2)[C:10]=1[CH2:32][CH2:33][C:34]([O:36][CH2:37][CH3:38])=[O:35])[CH3:2], predict the reactants needed to synthesize it. The reactants are: [CH2:1]([O:3][C:4](=[O:39])[CH2:5][CH2:6][CH2:7][O:8][C:9]1[CH:14]=[CH:13][CH:12]=[C:11]([CH2:15][CH2:16][CH2:17][CH2:18][CH2:19][CH2:20][O:21][C:22]2[CH:27]=[C:26]([O:28][CH2:29][CH3:30])[CH:25]=[C:24](Br)[CH:23]=2)[C:10]=1[CH2:32][CH2:33][C:34]([O:36][CH2:37][CH3:38])=[O:35])[CH3:2].[CH2:40]1[O:48][C:47]2[CH:46]=[CH:45][C:44](B(O)O)=[CH:43][C:42]=2[O:41]1.C(=O)([O-])[O-].[Cs+].[Cs+].C(COC)OC. (5) Given the product [F:21][C:20]([F:23])([F:22])[S:17]([O:1][C:2]1[CH:3]=[CH:4][C:5]([C@@H:8]([C:14]#[C:15][CH3:16])[CH2:9][C:10]([O:12][CH3:13])=[O:11])=[CH:6][CH:7]=1)(=[O:19])=[O:18], predict the reactants needed to synthesize it. The reactants are: [OH:1][C:2]1[CH:7]=[CH:6][C:5]([C@@H:8]([C:14]#[C:15][CH3:16])[CH2:9][C:10]([O:12][CH3:13])=[O:11])=[CH:4][CH:3]=1.[S:17](O[S:17]([C:20]([F:23])([F:22])[F:21])(=[O:19])=[O:18])([C:20]([F:23])([F:22])[F:21])(=[O:19])=[O:18]. (6) Given the product [C:32]([OH:38])(=[O:31])[CH3:35].[N:1]1[N:2]([C:6]2[CH:7]=[C:8]([NH:12][C:13]3[C:18]([C:19]([NH2:20])=[O:21])=[CH:17][N:16]=[C:15]([NH:22][C@@H:23]4[CH2:28][CH2:27][CH2:26][CH2:25][C@@H:24]4[NH2:29])[N:14]=3)[CH:9]=[CH:10][CH:11]=2)[N:3]=[CH:4][CH:5]=1, predict the reactants needed to synthesize it. The reactants are: [N:1]1[N:2]([C:6]2[CH:7]=[C:8]([NH:12][C:13]3[C:18]([C:19](=[O:21])[NH2:20])=[CH:17][N:16]=[C:15]([NH:22][C@@H:23]4[CH2:28][CH2:27][CH2:26][CH2:25][C@@H:24]4[NH:29]C(=O)[O:31][C:32]([CH3:35])(C)C)[N:14]=3)[CH:9]=[CH:10][CH:11]=2)[N:3]=[CH:4][CH:5]=1.Cl.[OH-:38].[Na+]. (7) Given the product [C:5]([N:8]1[CH2:13][CH2:12][N:11]([CH2:2][CH2:3][OH:4])[CH2:10][C@H:9]1[CH3:14])(=[O:7])[CH3:6], predict the reactants needed to synthesize it. The reactants are: Br[CH2:2][CH2:3][OH:4].[C:5]([N:8]1[CH2:13][CH2:12][NH:11][CH2:10][C@H:9]1[CH3:14])(=[O:7])[CH3:6].C(=O)([O-])[O-].[K+].[K+].